This data is from Tox21: 12 toxicity assays (nuclear receptors and stress response pathways). The task is: Binary classification across 12 toxicity assays. (1) The drug is C#C[C@]1(O)CC[C@H]2[C@@H]3CCC4=CC(=O)CCC4=C3C=C[C@@]21CC. It tested positive (active) for: NR-AR (Androgen Receptor agonist activity), NR-AR-LBD (Androgen Receptor Ligand Binding Domain agonist), NR-ER (Estrogen Receptor agonist activity), NR-ER-LBD (Estrogen Receptor Ligand Binding Domain agonist), SR-ARE (Antioxidant Response Element (oxidative stress)), and SR-ATAD5 (ATAD5 genotoxicity (DNA damage)). (2) The drug is CCN(CC)CCc1nc(-c2ccccc2)no1.O=C(O)CC(O)(CC(=O)O)C(=O)O. It tested positive (active) for: SR-ARE (Antioxidant Response Element (oxidative stress)). (3) The molecule is C/C=C1\C(=O)C[C@H]2[C@@H]3CCC4=CC(=O)CC[C@]4(C)[C@H]3CC[C@]12C. It tested positive (active) for: SR-ARE (Antioxidant Response Element (oxidative stress)). (4) The compound is CO[C@H]1C=CO[C@@]2(C)Oc3c(C)c(O)c4c(c3C2=O)C2=NC3(CCN(CC(C)C)CC3)NC2=C(NC(=O)C(C)=CC=C[C@H](C)[C@H](O)[C@@H](C)[C@@H](O)[C@@H](C)[C@H](OC(C)=O)[C@@H]1C)C4=O. It tested positive (active) for: SR-ARE (Antioxidant Response Element (oxidative stress)). (5) The molecule is c1ccc2c(c1)[nH]c1cnccc12. It tested positive (active) for: NR-AhR (Aryl hydrocarbon Receptor agonist activity). (6) The molecule is CC1=C(C)C(=O)C(CCCCC#CCCCC#CCO)=C(C)C1=O. It tested positive (active) for: NR-AhR (Aryl hydrocarbon Receptor agonist activity), and SR-ARE (Antioxidant Response Element (oxidative stress)).